Dataset: In vitro SARS-CoV-2 activity screen of 1,480 approved drugs from Prestwick library. Task: Binary Classification. Given a drug SMILES string, predict its activity (active/inactive) in a high-throughput screening assay against a specified biological target. The compound is COc1ccc(C(=O)CC(=O)c2ccc(C(C)(C)C)cc2)cc1. The result is 0 (inactive).